This data is from Full USPTO retrosynthesis dataset with 1.9M reactions from patents (1976-2016). The task is: Predict the reactants needed to synthesize the given product. (1) Given the product [CH3:1][O:2][C:3]1[CH:11]=[C:10]2[C:6]([CH2:7]/[C:8](=[CH:25]\[C:23]3[NH:22][N:21]=[C:20]([CH3:19])[CH:24]=3)/[C:9]2=[O:12])=[CH:5][C:4]=1[N:13]1[CH2:14][CH2:15][O:16][CH2:17][CH2:18]1, predict the reactants needed to synthesize it. The reactants are: [CH3:1][O:2][C:3]1[CH:11]=[C:10]2[C:6]([CH2:7][CH2:8][C:9]2=[O:12])=[CH:5][C:4]=1[N:13]1[CH2:18][CH2:17][O:16][CH2:15][CH2:14]1.[CH3:19][C:20]1[CH:24]=[C:23]([CH:25]=O)[NH:22][N:21]=1.CC1C=CC(S(O)(=O)=O)=CC=1. (2) Given the product [Br:1][C:2]1[CH:3]=[C:4]2[C:8](=[CH:9][CH:10]=1)[N:7]([CH2:13][O:14][CH3:15])[C:6](=[O:11])[C:5]2=[O:12], predict the reactants needed to synthesize it. The reactants are: [Br:1][C:2]1[CH:3]=[C:4]2[C:8](=[CH:9][CH:10]=1)[NH:7][C:6](=[O:11])[C:5]2=[O:12].[CH3:13][O:14][CH2:15]OC.B(F)(F)F.CCOCC.CCCCCC. (3) Given the product [N:1]1[C:10]2[NH:9][C:8]3[CH:11]=[C:12]([CH2:15][NH:16][C:17](=[NH:19])[S:18][CH3:20])[CH:13]=[CH:14][C:7]=3[S:6][C:5]=2[N:4]=[CH:3][CH:2]=1, predict the reactants needed to synthesize it. The reactants are: [N:1]1[C:10]2[NH:9][C:8]3[CH:11]=[C:12]([CH2:15][NH:16][C:17]([NH2:19])=[S:18])[CH:13]=[CH:14][C:7]=3[S:6][C:5]=2[N:4]=[CH:3][CH:2]=1.[CH3:20]N(C)C=O.CI.C(=O)([O-])[O-].[K+].[K+]. (4) Given the product [CH3:11][N:12]1[CH2:17][CH2:16][N:15]([C:2]2[CH:7]=[CH:6][C:5]([N+:8]([O-:10])=[O:9])=[CH:4][CH:3]=2)[CH2:14][CH2:13]1, predict the reactants needed to synthesize it. The reactants are: Cl[C:2]1[CH:7]=[CH:6][C:5]([N+:8]([O-:10])=[O:9])=[CH:4][CH:3]=1.[CH3:11][N:12]1[CH2:17][CH2:16][NH:15][CH2:14][CH2:13]1.C(N(C(C)C)C(C)C)C. (5) Given the product [CH:6]([C:8]1[CH:15]=[CH:14][C:11]([C:12]([NH2:13])=[O:2])=[C:10]([CH3:16])[CH:9]=1)=[O:7], predict the reactants needed to synthesize it. The reactants are: S(=O)(=O)(O)[OH:2].[CH:6]([C:8]1[CH:15]=[CH:14][C:11]([C:12]#[N:13])=[C:10]([CH3:16])[CH:9]=1)=[O:7].